Regression. Given two drug SMILES strings and cell line genomic features, predict the synergy score measuring deviation from expected non-interaction effect. From a dataset of NCI-60 drug combinations with 297,098 pairs across 59 cell lines. (1) Drug 1: C1C(C(OC1N2C=C(C(=O)NC2=O)F)CO)O. Drug 2: C(CN)CNCCSP(=O)(O)O. Cell line: SF-539. Synergy scores: CSS=27.3, Synergy_ZIP=-6.34, Synergy_Bliss=-7.31, Synergy_Loewe=-40.0, Synergy_HSA=-6.55. (2) Synergy scores: CSS=8.83, Synergy_ZIP=-1.93, Synergy_Bliss=3.68, Synergy_Loewe=3.75, Synergy_HSA=4.74. Cell line: 786-0. Drug 1: C1CCC(C1)C(CC#N)N2C=C(C=N2)C3=C4C=CNC4=NC=N3. Drug 2: COCCOC1=C(C=C2C(=C1)C(=NC=N2)NC3=CC=CC(=C3)C#C)OCCOC.Cl. (3) Drug 1: C1=CC=C(C(=C1)C(C2=CC=C(C=C2)Cl)C(Cl)Cl)Cl. Drug 2: C(CCl)NC(=O)N(CCCl)N=O. Cell line: NCI-H226. Synergy scores: CSS=0.893, Synergy_ZIP=-1.70, Synergy_Bliss=-2.90, Synergy_Loewe=-1.31, Synergy_HSA=-1.81. (4) Drug 1: CN(CC1=CN=C2C(=N1)C(=NC(=N2)N)N)C3=CC=C(C=C3)C(=O)NC(CCC(=O)O)C(=O)O. Drug 2: C1=NC2=C(N1)C(=S)N=CN2. Cell line: T-47D. Synergy scores: CSS=0.318, Synergy_ZIP=-2.64, Synergy_Bliss=-0.317, Synergy_Loewe=-5.93, Synergy_HSA=-4.34. (5) Drug 1: C1CN(CCN1C(=O)CCBr)C(=O)CCBr. Drug 2: B(C(CC(C)C)NC(=O)C(CC1=CC=CC=C1)NC(=O)C2=NC=CN=C2)(O)O. Cell line: OVCAR-5. Synergy scores: CSS=41.6, Synergy_ZIP=-3.80, Synergy_Bliss=-4.03, Synergy_Loewe=-42.7, Synergy_HSA=-5.93. (6) Drug 1: CS(=O)(=O)CCNCC1=CC=C(O1)C2=CC3=C(C=C2)N=CN=C3NC4=CC(=C(C=C4)OCC5=CC(=CC=C5)F)Cl. Drug 2: C1=NC2=C(N1)C(=S)N=CN2. Cell line: HS 578T. Synergy scores: CSS=28.7, Synergy_ZIP=-11.3, Synergy_Bliss=-2.02, Synergy_Loewe=-19.0, Synergy_HSA=-1.58. (7) Drug 1: CC1=CC=C(C=C1)C2=CC(=NN2C3=CC=C(C=C3)S(=O)(=O)N)C(F)(F)F. Drug 2: CC1=C(C(CCC1)(C)C)C=CC(=CC=CC(=CC(=O)O)C)C. Cell line: DU-145. Synergy scores: CSS=-7.29, Synergy_ZIP=0.848, Synergy_Bliss=-3.54, Synergy_Loewe=-11.0, Synergy_HSA=-9.53. (8) Drug 1: CCCS(=O)(=O)NC1=C(C(=C(C=C1)F)C(=O)C2=CNC3=C2C=C(C=N3)C4=CC=C(C=C4)Cl)F. Drug 2: C1=C(C(=O)NC(=O)N1)F. Cell line: NCIH23. Synergy scores: CSS=34.4, Synergy_ZIP=-8.73, Synergy_Bliss=-12.3, Synergy_Loewe=-16.6, Synergy_HSA=-14.7. (9) Drug 1: CN1C(=O)N2C=NC(=C2N=N1)C(=O)N. Drug 2: CC1=C2C(C(=O)C3(C(CC4C(C3C(C(C2(C)C)(CC1OC(=O)C(C(C5=CC=CC=C5)NC(=O)OC(C)(C)C)O)O)OC(=O)C6=CC=CC=C6)(CO4)OC(=O)C)O)C)O. Cell line: OVCAR-4. Synergy scores: CSS=-5.85, Synergy_ZIP=2.43, Synergy_Bliss=2.21, Synergy_Loewe=-4.36, Synergy_HSA=-4.08. (10) Drug 1: CC(C1=C(C=CC(=C1Cl)F)Cl)OC2=C(N=CC(=C2)C3=CN(N=C3)C4CCNCC4)N. Drug 2: CC12CCC3C(C1CCC2=O)CC(=C)C4=CC(=O)C=CC34C. Cell line: ACHN. Synergy scores: CSS=13.3, Synergy_ZIP=-0.310, Synergy_Bliss=-2.05, Synergy_Loewe=-2.72, Synergy_HSA=-1.60.